From a dataset of Forward reaction prediction with 1.9M reactions from USPTO patents (1976-2016). Predict the product of the given reaction. (1) Given the reactants [CH3:1][O:2][C:3]([C:5]1[C:10]([F:11])=[CH:9][C:8]([S:12][CH2:13][C:14](OCC)=[O:15])=[C:7]([NH2:19])[N:6]=1)=[O:4], predict the reaction product. The product is: [F:11][C:10]1[C:5]([C:3]([O:2][CH3:1])=[O:4])=[N:6][C:7]2[NH:19][C:14](=[O:15])[CH2:13][S:12][C:8]=2[CH:9]=1. (2) Given the reactants [Si:1]([O:8][CH:9]([C:45]1[CH:50]=[CH:49][C:48]([F:51])=[CH:47][CH:46]=1)[CH2:10][CH2:11][CH:12]([C:31](N1C(C2C=CC=CC=2)COC1=O)=[O:32])[CH:13]([NH:22][C:23]1[CH:30]=[CH:29][C:26]([C:27]#[N:28])=[CH:25][CH:24]=1)[C:14]1[CH:19]=[CH:18][C:17]([O:20][CH3:21])=[CH:16][CH:15]=1)([C:4]([CH3:7])([CH3:6])[CH3:5])([CH3:3])[CH3:2].C/C(/O[Si](C)(C)C)=N\[Si](C)(C)C.[F-].C([N+](CCCC)(CCCC)CCCC)CCC.C(O)(=O)C, predict the reaction product. The product is: [Si:1]([O:8][CH:9]([C:45]1[CH:50]=[CH:49][C:48]([F:51])=[CH:47][CH:46]=1)[CH2:10][CH2:11][CH:12]1[C:31](=[O:32])[N:22]([C:23]2[CH:24]=[CH:25][C:26]([C:27]#[N:28])=[CH:29][CH:30]=2)[CH:13]1[C:14]1[CH:15]=[CH:16][C:17]([O:20][CH3:21])=[CH:18][CH:19]=1)([C:4]([CH3:5])([CH3:7])[CH3:6])([CH3:2])[CH3:3]. (3) The product is: [CH:8]1([CH2:11][O:12][C:13]2[CH:29]=[CH:28][C:16]3[C:17]([CH2:20][CH2:21][CH:22]4[CH2:27][CH2:26][N:25]([CH2:33][C:34]5[S:35][CH:36]=[C:37]([C:39]#[N:40])[N:38]=5)[CH2:24][CH2:23]4)=[N:18][O:19][C:15]=3[C:14]=2[CH2:30][OH:31])[CH2:10][CH2:9]1. Given the reactants C(N(CC)CC)C.[CH:8]1([CH2:11][O:12][C:13]2[CH:29]=[CH:28][C:16]3[C:17]([CH2:20][CH2:21][CH:22]4[CH2:27][CH2:26][NH:25][CH2:24][CH2:23]4)=[N:18][O:19][C:15]=3[C:14]=2[CH2:30][OH:31])[CH2:10][CH2:9]1.Br[CH2:33][C:34]1[S:35][CH:36]=[C:37]([C:39]#[N:40])[N:38]=1.C(=O)(O)[O-].[Na+], predict the reaction product. (4) Given the reactants [OH:1][CH:2]([C:13]1[CH:18]=[CH:17][CH:16]=[CH:15][CH:14]=1)[C:3]([C:5]1[CH:10]=[CH:9][C:8]([O:11][CH3:12])=[CH:7][CH:6]=1)=O.[C:19](#[N:23])[CH2:20][C:21]#[N:22].C(NCC)C.O, predict the reaction product. The product is: [NH2:23][C:19]1[O:1][C:2]([C:13]2[CH:18]=[CH:17][CH:16]=[CH:15][CH:14]=2)=[C:3]([C:5]2[CH:10]=[CH:9][C:8]([O:11][CH3:12])=[CH:7][CH:6]=2)[C:20]=1[C:21]#[N:22]. (5) Given the reactants [C:1]([O:5][C:6]([N:8]1[CH2:13][CH2:12][CH:11]([N:14]2[C:18]3=[N:19][CH:20]=[N:21][C:22](Cl)=[C:17]3[CH:16]=[N:15]2)[CH2:10][CH2:9]1)=[O:7])([CH3:4])([CH3:3])[CH3:2].[CH3:24][O:25][C:26]1[C:31]([OH:32])=[CH:30][CH:29]=[C:28]([O:33][CH3:34])[N:27]=1.C(=O)([O-])[O-].[K+].[K+].ClCCl, predict the reaction product. The product is: [C:1]([O:5][C:6]([N:8]1[CH2:13][CH2:12][CH:11]([N:14]2[C:18]3=[N:19][CH:20]=[N:21][C:22]([O:32][C:31]4[C:26]([O:25][CH3:24])=[N:27][C:28]([O:33][CH3:34])=[CH:29][CH:30]=4)=[C:17]3[CH:16]=[N:15]2)[CH2:10][CH2:9]1)=[O:7])([CH3:4])([CH3:3])[CH3:2]. (6) Given the reactants C(C1C=CC=CC=1)(=[O:3])C.[CH3:10][C:11]([C:13]1[CH:18]=[CH:17][C:16]([Cl:19])=[C:15]([Cl:20])[CH:14]=1)=[O:12], predict the reaction product. The product is: [Cl:20][C:15]1[CH:14]=[C:13]([C:11](=[O:12])[CH:10]=[O:3])[CH:18]=[CH:17][C:16]=1[Cl:19]. (7) The product is: [Cl:1][C:2]1[CH:3]=[C:4]([C:23]2([OH:26])[CH2:24][CH2:25][N:21]([CH2:20][C:19]3[CH:27]=[CH:28][CH:29]=[C:17]([O:16][CH3:15])[CH:18]=3)[CH2:22]2)[CH:5]=[CH:6][C:7]=1[Cl:8]. Given the reactants [Cl:1][C:2]1[CH:3]=[C:4](I)[CH:5]=[CH:6][C:7]=1[Cl:8].C([Mg]Br)(C)C.[CH3:15][O:16][C:17]1[CH:18]=[C:19]([CH:27]=[CH:28][CH:29]=1)[CH2:20][N:21]1[CH2:25][CH2:24][C:23](=[O:26])[CH2:22]1, predict the reaction product.